Dataset: Full USPTO retrosynthesis dataset with 1.9M reactions from patents (1976-2016). Task: Predict the reactants needed to synthesize the given product. (1) The reactants are: [CH3:1][CH:2]1[CH:8]([CH3:9])[N:7]([C:10]([O:12][C:13]([CH3:16])([CH3:15])[CH3:14])=[O:11])[CH2:6][CH2:5][NH:4][CH2:3]1.Cl[C:18]1[N:27]=[CH:26][C:25]2[C:20](=[CH:21][CH:22]=[C:23]([F:28])[CH:24]=2)[N:19]=1.C(N(CC)CC)C. Given the product [F:28][C:23]1[CH:24]=[C:25]2[C:20](=[CH:21][CH:22]=1)[N:19]=[C:18]([N:4]1[CH2:3][CH:2]([CH3:1])[CH:8]([CH3:9])[N:7]([C:10]([O:12][C:13]([CH3:14])([CH3:16])[CH3:15])=[O:11])[CH2:6][CH2:5]1)[N:27]=[CH:26]2, predict the reactants needed to synthesize it. (2) Given the product [CH3:14][C:6]1[C:5]2[C:10](=[CH:11][C:2]3[O:1][CH:23]=[C:24]([C:26]4[CH:27]=[N:28][CH:29]=[CH:30][CH:31]=4)[C:3]=3[CH:4]=2)[O:9][C:8](=[O:12])[C:7]=1[CH3:13], predict the reactants needed to synthesize it. The reactants are: [OH:1][C:2]1[CH:11]=[C:10]2[C:5]([C:6]([CH3:14])=[C:7]([CH3:13])[C:8](=[O:12])[O:9]2)=[CH:4][CH:3]=1.C([O-])([O-])=O.[K+].[K+].Br.Br[CH2:23][C:24]([C:26]1[CH:27]=[N:28][CH:29]=[CH:30][CH:31]=1)=O.[OH-].[Na+]. (3) Given the product [F:24][C:5]([F:23])([CH2:4][OH:3])[C@@:6]([NH:9][S:10]([C:12]([CH3:13])([CH3:14])[CH3:15])=[O:11])([CH2:7][F:8])[C:16]1[CH:21]=[CH:20][CH:19]=[CH:18][C:17]=1[F:22], predict the reactants needed to synthesize it. The reactants are: C([O:3][C:4](=O)[C:5]([F:24])([F:23])[C@@:6]([C:16]1[CH:21]=[CH:20][CH:19]=[CH:18][C:17]=1[F:22])([NH:9][S@@:10]([C:12]([CH3:15])([CH3:14])[CH3:13])=[O:11])[CH2:7][F:8])C.[Cl-].[NH4+]. (4) Given the product [N+:21]([C:3]1[CH:4]=[C:5]([CH:19]=[CH:20][C:2]=1[NH:24][CH2:25][C:26]1[CH:31]=[CH:30][N:29]=[CH:28][CH:27]=1)[C:6]([N:8]([CH2:14][C:15]([F:17])([F:18])[F:16])[CH2:9][C:10]([F:11])([F:12])[F:13])=[O:7])([O-:23])=[O:22], predict the reactants needed to synthesize it. The reactants are: F[C:2]1[CH:20]=[CH:19][C:5]([C:6]([N:8]([CH2:14][C:15]([F:18])([F:17])[F:16])[CH2:9][C:10]([F:13])([F:12])[F:11])=[O:7])=[CH:4][C:3]=1[N+:21]([O-:23])=[O:22].[NH2:24][CH2:25][C:26]1[CH:31]=[CH:30][N:29]=[CH:28][CH:27]=1. (5) The reactants are: [NH2:1][C@H:2]([C:8]([OH:10])=[O:9])[CH2:3][CH2:4][C:5](=[O:7])[NH2:6].B(O)(O)O.[OH-:15].[Na+]. Given the product [NH2:1][C@H:2]([C:8]([NH:1][C@H:2]([C:8]([OH:10])=[O:9])[CH2:3][CH2:4][C:5](=[O:7])[NH2:6])=[O:15])[CH3:3], predict the reactants needed to synthesize it.